This data is from Peptide-MHC class II binding affinity with 134,281 pairs from IEDB. The task is: Regression. Given a peptide amino acid sequence and an MHC pseudo amino acid sequence, predict their binding affinity value. This is MHC class II binding data. (1) The peptide sequence is WLWGFLSRNKKPRIC. The MHC is DRB1_1101 with pseudo-sequence DRB1_1101. The binding affinity (normalized) is 0.618. (2) The peptide sequence is GELQIVDKIDAAPKI. The MHC is DRB1_0802 with pseudo-sequence DRB1_0802. The binding affinity (normalized) is 0.656. (3) The peptide sequence is IGMTNRATWASHIHL. The MHC is HLA-DQA10501-DQB10302 with pseudo-sequence HLA-DQA10501-DQB10302. The binding affinity (normalized) is 0.418. (4) The peptide sequence is VKIEYSGTNNKTMAV. The MHC is HLA-DPA10103-DPB10301 with pseudo-sequence HLA-DPA10103-DPB10301. The binding affinity (normalized) is 0. (5) The peptide sequence is FGQNTASIAATEAQY. The MHC is HLA-DQA10501-DQB10201 with pseudo-sequence HLA-DQA10501-DQB10201. The binding affinity (normalized) is 0.610. (6) The peptide sequence is PSPSMGRDIKVQFQS. The MHC is DRB1_0301 with pseudo-sequence DRB1_0301. The binding affinity (normalized) is 0.585.